From a dataset of Forward reaction prediction with 1.9M reactions from USPTO patents (1976-2016). Predict the product of the given reaction. The product is: [N:1]1[CH:6]=[CH:5][CH:4]=[CH:3][C:2]=1[S:7]([NH:11][C:12]1[CH:22]=[CH:21][C:15]([C:16]([OH:18])=[O:17])=[CH:14][CH:13]=1)(=[O:9])=[O:8]. Given the reactants [N:1]1[CH:6]=[CH:5][CH:4]=[CH:3][C:2]=1[S:7](Cl)(=[O:9])=[O:8].[NH2:11][C:12]1[CH:22]=[CH:21][C:15]([C:16]([O:18]CC)=[O:17])=[CH:14][CH:13]=1.N1C=CC=CC=1S(NC1C=C(C=CC=1)C(O)=O)(=O)=O, predict the reaction product.